From a dataset of Forward reaction prediction with 1.9M reactions from USPTO patents (1976-2016). Predict the product of the given reaction. (1) Given the reactants [F:1][C:2]1[CH:7]=[C:6]([I:8])[CH:5]=[CH:4][C:3]=1[NH:9][C:10]1[CH:18]=[N:17][CH:16]=[CH:15][C:11]=1[C:12]([OH:14])=O.[CH3:19][O:20][C:21]1[CH:22]=[C:23]([CH:28]=[CH:29][CH:30]=1)[C:24]([NH:26][NH2:27])=[O:25], predict the reaction product. The product is: [F:1][C:2]1[CH:7]=[C:6]([I:8])[CH:5]=[CH:4][C:3]=1[NH:9][C:10]1[CH:18]=[N:17][CH:16]=[CH:15][C:11]=1[C:12]([NH:27][NH:26][C:24](=[O:25])[C:23]1[CH:28]=[CH:29][CH:30]=[C:21]([O:20][CH3:19])[CH:22]=1)=[O:14]. (2) Given the reactants [I:1][C:2]1[CH:3]=[C:4]2[C:9](=[CH:10][CH:11]=1)[O:8][C@@H:7]([C:12](O)=[O:13])[CH2:6][CH2:5]2.B.C1COCC1.O.C([O-])(O)=O.[Na+], predict the reaction product. The product is: [I:1][C:2]1[CH:3]=[C:4]2[C:9](=[CH:10][CH:11]=1)[O:8][C@@H:7]([CH2:12][OH:13])[CH2:6][CH2:5]2. (3) Given the reactants [Si:1]([O:18][C@@H:19]1[C@H:23]([CH2:24]/[CH:25]=[CH:26]\[CH2:27][CH2:28][CH2:29][C:30]([O:32][CH3:33])=[O:31])[C@@H:22](/[CH:34]=[CH:35]/[C:36]([O:43][Si:44]([C:57]([CH3:60])([CH3:59])[CH3:58])([C:51]2[CH:56]=[CH:55][CH:54]=[CH:53][CH:52]=2)[C:45]2[CH:50]=[CH:49][CH:48]=[CH:47][CH:46]=2)([CH3:42])[CH2:37][CH2:38][CH2:39][CH2:40][CH3:41])[C@H:21]([O:61]C2CCCCO2)[CH2:20]1)([C:14]([CH3:17])([CH3:16])[CH3:15])([C:8]1[CH:13]=[CH:12][CH:11]=[CH:10][CH:9]=1)[C:2]1[CH:7]=[CH:6][CH:5]=[CH:4][CH:3]=1, predict the reaction product. The product is: [Si:1]([O:18][C@@H:19]1[C@H:23]([CH2:24]/[CH:25]=[CH:26]\[CH2:27][CH2:28][CH2:29][C:30]([O:32][CH3:33])=[O:31])[C@@H:22](/[CH:34]=[CH:35]/[C:36]([O:43][Si:44]([C:57]([CH3:60])([CH3:59])[CH3:58])([C:45]2[CH:46]=[CH:47][CH:48]=[CH:49][CH:50]=2)[C:51]2[CH:56]=[CH:55][CH:54]=[CH:53][CH:52]=2)([CH3:42])[CH2:37][CH2:38][CH2:39][CH2:40][CH3:41])[C@H:21]([OH:61])[CH2:20]1)([C:14]([CH3:15])([CH3:16])[CH3:17])([C:2]1[CH:7]=[CH:6][CH:5]=[CH:4][CH:3]=1)[C:8]1[CH:13]=[CH:12][CH:11]=[CH:10][CH:9]=1. (4) Given the reactants [C:1]([C:4]1[CH:5]=[C:6]([NH:10][C:11](=[O:13])[CH3:12])[CH:7]=[CH:8][CH:9]=1)(=[O:3])[CH3:2].[OH-].[Na+].[C:16]1(C)C=CC=CC=1.C1(C)C=CC(S(OC)(=O)=O)=CC=1, predict the reaction product. The product is: [C:1]([C:4]1[CH:5]=[C:6]([N:10]([CH3:16])[C:11](=[O:13])[CH3:12])[CH:7]=[CH:8][CH:9]=1)(=[O:3])[CH3:2]. (5) Given the reactants [CH:1]([O:4][C:5]1[CH:10]=[CH:9][C:8]([C:11](=[O:24])[CH2:12][C:13]2[CH:18]=[CH:17][C:16]([O:19][C:20]([F:23])([F:22])[F:21])=[CH:15][CH:14]=2)=[CH:7][CH:6]=1)([CH3:3])[CH3:2].[Br-:25].[Br-].[Br-].[NH+]1C=CC=CC=1.[NH+]1C=CC=CC=1.[NH+]1C=CC=CC=1, predict the reaction product. The product is: [Br:25][CH:12]([C:13]1[CH:18]=[CH:17][C:16]([O:19][C:20]([F:22])([F:23])[F:21])=[CH:15][CH:14]=1)[C:11]([C:8]1[CH:7]=[CH:6][C:5]([O:4][CH:1]([CH3:3])[CH3:2])=[CH:10][CH:9]=1)=[O:24]. (6) Given the reactants C=O.[Cl:3][C:4]1[CH:29]=[CH:28][C:7]2[N:8]3[C:12]([CH2:13][NH:14][CH2:15][C:6]=2[CH:5]=1)=[N:11][N:10]=[C:9]3[CH:16]1[CH2:21][CH2:20][N:19]([C:22]2[N:27]=[CH:26][CH:25]=[CH:24][N:23]=2)[CH2:18][CH2:17]1.[C:30](O[BH-](OC(=O)C)OC(=O)C)(=O)C.[Na+], predict the reaction product. The product is: [Cl:3][C:4]1[CH:29]=[CH:28][C:7]2[N:8]3[C:12]([CH2:13][N:14]([CH3:30])[CH2:15][C:6]=2[CH:5]=1)=[N:11][N:10]=[C:9]3[CH:16]1[CH2:21][CH2:20][N:19]([C:22]2[N:23]=[CH:24][CH:25]=[CH:26][N:27]=2)[CH2:18][CH2:17]1. (7) Given the reactants [F:1][C:2]1[CH:11]=[CH:10][CH:9]=[C:8]2[C:3]=1[CH2:4][CH2:5][NH:6][CH:7]2[C:12]1[CH:17]=[CH:16][C:15]([C:18]([F:21])([F:20])[F:19])=[CH:14][CH:13]=1.C(N(C(C)C)CC)(C)C.[F:31][C:32]1[CH:37]=[CH:36][C:35]([N:38]=[C:39]=[O:40])=[CH:34][CH:33]=1, predict the reaction product. The product is: [F:1][C:2]1[CH:11]=[CH:10][CH:9]=[C:8]2[C:3]=1[CH2:4][CH2:5][N:6]([C:39]([NH:38][C:35]1[CH:36]=[CH:37][C:32]([F:31])=[CH:33][CH:34]=1)=[O:40])[CH:7]2[C:12]1[CH:17]=[CH:16][C:15]([C:18]([F:19])([F:20])[F:21])=[CH:14][CH:13]=1. (8) Given the reactants [CH2:1]([OH:17])[CH2:2][CH2:3]CCCCCCCCCCCCC.[O:18]=C=NC1CC(C)(C)CC(C)(CN=C=O)C1.C(C(CO)(CO)CC)O.C1C=C(C[N:50]=[C:51]=[O:52])C=C(CN=C=O)C=1.C([O-])(=O)CCCCCCCCCCC.C([Sn+2]CCCC)CCC.C([O-])(=O)CCCCCCCCCCC.COC1C=CC(O)=CC=1, predict the reaction product. The product is: [C:1]([OH:17])(=[O:18])[CH:2]=[CH2:3].[NH2:50][C:51]([O:17][CH2:1][CH3:2])=[O:52]. (9) Given the reactants [CH3:1][N:2]([CH3:30])[C:3]1[C:12]2[C:7](=[CH:8][C:9]([O:13][C:14]3[CH:19]=[CH:18][CH:17]=[CH:16][CH:15]=3)=[CH:10][CH:11]=2)[N:6]=[C:5]([N:20]2[CH:24]=[C:23]([C:25]([O:27]CC)=[O:26])[CH:22]=[N:21]2)[N:4]=1.[OH-].[K+], predict the reaction product. The product is: [CH3:1][N:2]([CH3:30])[C:3]1[C:12]2[C:7](=[CH:8][C:9]([O:13][C:14]3[CH:15]=[CH:16][CH:17]=[CH:18][CH:19]=3)=[CH:10][CH:11]=2)[N:6]=[C:5]([N:20]2[CH:24]=[C:23]([C:25]([OH:27])=[O:26])[CH:22]=[N:21]2)[N:4]=1.